This data is from Full USPTO retrosynthesis dataset with 1.9M reactions from patents (1976-2016). The task is: Predict the reactants needed to synthesize the given product. (1) Given the product [CH2:1]([N:5]1[N:6]([CH3:28])[C:7]([C:24]([CH3:27])([CH3:25])[CH3:26])=[CH:8]/[C:9]/1=[N:10]\[C:11](=[O:23])[C:12]1[CH:17]=[C:16]([C:18]([F:20])([F:21])[F:19])[CH:15]=[CH:14][C:13]=1[S:29][CH2:30][C:31]([OH:33])([CH3:34])[CH3:32])[CH2:2][CH2:3][CH3:4], predict the reactants needed to synthesize it. The reactants are: [CH2:1]([N:5]1[N:6]([CH3:28])[C:7]([C:24]([CH3:27])([CH3:26])[CH3:25])=[CH:8]/[C:9]/1=[N:10]\[C:11](=[O:23])[C:12]1[CH:17]=[C:16]([C:18]([F:21])([F:20])[F:19])[CH:15]=[CH:14][C:13]=1F)[CH2:2][CH2:3][CH3:4].[SH:29][CH2:30][C:31]([CH3:34])([OH:33])[CH3:32].CC(C)([O-])C.[K+].O. (2) Given the product [Cl:1][C:2]1[N:7]=[C:6]([C:17]2[CH:22]=[CH:21][CH:20]=[C:19]([N+:23]([O-:25])=[O:24])[C:18]=2[CH3:26])[CH:5]=[CH:4][N:3]=1, predict the reactants needed to synthesize it. The reactants are: [Cl:1][C:2]1[N:7]=[C:6](Cl)[CH:5]=[CH:4][N:3]=1.CC1(C)C(C)(C)OB([C:17]2[CH:22]=[CH:21][CH:20]=[C:19]([N+:23]([O-:25])=[O:24])[C:18]=2[CH3:26])O1.C1C=CC=CC=1.C(=O)([O-])[O-].[Na+].[Na+]. (3) Given the product [CH2:1]([O:4][C:5]1[CH:16]=[CH:15][CH:14]=[C:13]([CH2:17][CH2:18][CH2:19][CH2:20][CH2:21][CH2:22][CH2:23][CH2:24][CH2:25][CH2:26][CH2:27][CH2:28][CH2:29][CH2:30][CH3:31])[C:6]=1[C:7]([OH:9])=[O:8])[CH2:2][CH3:3], predict the reactants needed to synthesize it. The reactants are: [CH2:1]([O:4][C:5]1[CH:16]=[CH:15][CH:14]=[C:13]([CH2:17][CH2:18][CH2:19][CH2:20][CH2:21][CH2:22][CH2:23][CH2:24][CH2:25][CH2:26][CH2:27][CH2:28][CH2:29][CH2:30][CH3:31])[C:6]=1[C:7]([O:9]CCC)=[O:8])[CH2:2][CH3:3].CC(C)([O-])C.[K+].CCCCCC.C(OCC)(=O)C.Cl. (4) Given the product [Cl:1][C:2]1[CH:3]=[C:4]([CH:8]([OH:29])[CH:9]([CH2:15][C:16]2[CH:21]=[CH:20][CH:19]=[C:18]([O:22][C:23]([F:28])([F:27])[CH:24]([F:26])[F:25])[CH:17]=2)[C:10]([OH:12])=[O:11])[CH:5]=[CH:6][CH:7]=1, predict the reactants needed to synthesize it. The reactants are: [Cl:1][C:2]1[CH:3]=[C:4]([CH:8]([OH:29])[CH:9]([CH2:15][C:16]2[CH:21]=[CH:20][CH:19]=[C:18]([O:22][C:23]([F:28])([F:27])[CH:24]([F:26])[F:25])[CH:17]=2)[C:10]([O:12]CC)=[O:11])[CH:5]=[CH:6][CH:7]=1.[OH-].[Na+].Cl. (5) Given the product [ClH:30].[C:19]1([CH:5]2[C:6]3([CH2:11][CH2:10][CH2:9][NH:8][CH2:7]3)[C:2](=[O:1])[N:3]([CH2:25][C:26]([F:28])([F:29])[F:27])[CH2:4]2)[CH:20]=[CH:21][CH:22]=[CH:23][CH:24]=1, predict the reactants needed to synthesize it. The reactants are: [O:1]=[C:2]1[C:6]2([CH2:11][CH2:10][CH2:9][N:8](C(OC(C)(C)C)=O)[CH2:7]2)[CH:5]([C:19]2[CH:24]=[CH:23][CH:22]=[CH:21][CH:20]=2)[CH2:4][N:3]1[CH2:25][C:26]([F:29])([F:28])[F:27].[ClH:30].O1CCOCC1. (6) Given the product [C:1]([O:5][C:6]([N:8]1[CH2:13][CH2:12][CH:11]([NH:15][C:16]2[CH:21]=[CH:20][CH:19]=[CH:18][CH:17]=2)[CH2:10][CH2:9]1)=[O:7])([CH3:4])([CH3:3])[CH3:2], predict the reactants needed to synthesize it. The reactants are: [C:1]([O:5][C:6]([N:8]1[CH2:13][CH2:12][C:11](=O)[CH2:10][CH2:9]1)=[O:7])([CH3:4])([CH3:3])[CH3:2].[NH2:15][C:16]1[CH:21]=[CH:20][CH:19]=[CH:18][CH:17]=1.C(O[BH-](OC(=O)C)OC(=O)C)(=O)C.[Na+].[OH-].[Na+]. (7) Given the product [CH3:1][O:2][C:3]1[CH:4]=[C:5]([CH:6]=[CH:7][C:8]=1[CH:9]1[CH2:14][CH2:13][N:12]([CH3:15])[CH2:11][CH2:10]1)[NH2:16], predict the reactants needed to synthesize it. The reactants are: [CH3:1][O:2][C:3]1[CH:4]=[C:5]([NH:16]C(=O)OCC2C=CC=CC=2)[CH:6]=[CH:7][C:8]=1[CH:9]1[CH2:14][CH2:13][N:12]([CH3:15])[CH2:11][CH2:10]1.C(O)C.